This data is from Full USPTO retrosynthesis dataset with 1.9M reactions from patents (1976-2016). The task is: Predict the reactants needed to synthesize the given product. (1) Given the product [F:1][C:2]1[CH:10]=[CH:9][C:8]([CH2:11][C:12]2[C:21]3[C:16](=[CH:17][CH:18]=[CH:19][CH:20]=3)[C:15](=[O:22])[NH:14][N:13]=2)=[CH:7][C:3]=1[C:4]([N:31]1[CH2:30][CH2:29][CH:28]([O:27][CH2:26][C:25]([N:24]([CH3:35])[CH3:23])=[O:34])[CH2:33][CH2:32]1)=[O:6], predict the reactants needed to synthesize it. The reactants are: [F:1][C:2]1[CH:10]=[CH:9][C:8]([CH2:11][C:12]2[C:21]3[C:16](=[CH:17][CH:18]=[CH:19][CH:20]=3)[C:15](=[O:22])[NH:14][N:13]=2)=[CH:7][C:3]=1[C:4]([OH:6])=O.[CH3:23][N:24]([CH3:35])[C:25](=[O:34])[CH2:26][O:27][CH:28]1[CH2:33][CH2:32][NH:31][CH2:30][CH2:29]1.CCN(C(C)C)C(C)C. (2) Given the product [OH:3][CH2:4][CH2:5][O:6][NH:7][C:8]([C:10]1[N:18]([CH2:19][CH2:20][OH:21])[C:17]2[CH:16]=[CH:15][N:14]=[CH:13][C:12]=2[C:11]=1[NH:32][C:33]1[CH:38]=[CH:37][C:36]([I:39])=[CH:35][C:34]=1[F:40])=[O:9], predict the reactants needed to synthesize it. The reactants are: C([O:3][CH2:4][CH2:5][O:6][NH:7][C:8]([C:10]1[N:18]([CH2:19][CH2:20][O:21][Si](C(C)C)(C(C)C)C(C)C)[C:17]2[CH:16]=[CH:15][N:14]=[CH:13][C:12]=2[C:11]=1[NH:32][C:33]1[CH:38]=[CH:37][C:36]([I:39])=[CH:35][C:34]=1[F:40])=[O:9])=C.[F-].C([NH3+])(C)(C)C. (3) Given the product [ClH:54].[ClH:54].[ClH:54].[CH:20]1([NH:19][C:18]2[C:13]3[CH:12]=[CH:11][N:10]([C@@H:9]4[CH2:8][C@H:7]([CH2:23][N:24]([CH:50]([CH3:51])[CH3:52])[CH2:25][CH2:26][CH2:27][CH2:28][C:29]5[NH:33][C:32]6[CH:42]=[C:43]([C:46]([F:49])([F:48])[F:47])[CH:44]=[CH:45][C:31]=6[N:30]=5)[C@@H:5]([OH:6])[C@H:4]4[OH:3])[C:14]=3[N:15]=[CH:16][N:17]=2)[CH2:21][CH2:22]1, predict the reactants needed to synthesize it. The reactants are: CC1(C)[O:6][C@@H:5]2[C@@H:7]([CH2:23][N:24]([CH:50]([CH3:52])[CH3:51])[CH2:25][CH2:26][CH2:27][CH2:28][C:29]3[N:33](COCC[Si](C)(C)C)[C:32]4[CH:42]=[C:43]([C:46]([F:49])([F:48])[F:47])[CH:44]=[CH:45][C:31]=4[N:30]=3)[CH2:8][C@@H:9]([N:10]3[C:14]4[N:15]=[CH:16][N:17]=[C:18]([NH:19][CH:20]5[CH2:22][CH2:21]5)[C:13]=4[CH:12]=[CH:11]3)[C@@H:4]2[O:3]1.[ClH:54]. (4) Given the product [Cl:1][C:2]1[CH:10]=[C:9]2[C:5]([C:6]([CH2:12][C:13]3[CH:18]=[CH:17][CH:16]=[C:15]([Cl:19])[CH:14]=3)([CH:22]3[CH2:23][CH2:24][CH2:25][C:20](=[O:26])[CH2:21]3)[C:7](=[O:11])[NH:8]2)=[CH:4][CH:3]=1, predict the reactants needed to synthesize it. The reactants are: [Cl:1][C:2]1[CH:10]=[C:9]2[C:5]([CH:6]([CH2:12][C:13]3[CH:18]=[CH:17][CH:16]=[C:15]([Cl:19])[CH:14]=3)[C:7](=[O:11])[NH:8]2)=[CH:4][CH:3]=1.[C:20]1(=[O:26])[CH2:25][CH2:24][CH2:23][CH:22]=[CH:21]1.N12CCCN=C1CCCCC2. (5) Given the product [CH2:1]([CH:8]1[O:12][C:11](=[O:13])[C:10]([CH:17]([C:21]2[NH:20][C:28]3[C:23]([C:22]=2[CH2:29][CH2:30][NH:31][C:32](=[O:34])[CH3:33])=[CH:24][CH:25]=[CH:26][CH:27]=3)[CH:16]([CH3:19])[CH3:15])=[C:9]1[OH:14])[C:2]1[CH:3]=[CH:4][CH:5]=[CH:6][CH:7]=1, predict the reactants needed to synthesize it. The reactants are: [CH2:1]([CH:8]1[O:12][C:11](=[O:13])[CH:10]=[C:9]1[OH:14])[C:2]1[CH:7]=[CH:6][CH:5]=[CH:4][CH:3]=1.[CH3:15][CH:16]([CH3:19])[CH:17]=O.[NH:20]1[C:28]2[C:23](=[CH:24][CH:25]=[CH:26][CH:27]=2)[C:22]([CH2:29][CH2:30][NH:31][C:32](=[O:34])[CH3:33])=[CH:21]1. (6) Given the product [Cl-:46].[C:22]([C:25]1[CH:26]=[C:27]([CH:31]=[CH:32][CH:33]=1)[C:28]([NH:19][C:13]1[CH:12]=[CH:11][C:10]([NH:9][C:8]2[C:5]3[C:6](=[CH:7][CH:2]=[C:3]([N:36]([CH3:37])[CH3:35])[CH:4]=3)[NH+:18]=[CH:16][CH:17]=2)=[CH:15][CH:14]=1)=[O:30])(=[O:24])[CH3:23], predict the reactants needed to synthesize it. The reactants are: N[C:2]1[CH:7]=[CH:6][C:5]([C:8]2[CH:17]=[C:16]([NH2:18])[C:15]3[C:10](=[CH:11][CH:12]=[C:13]([N:19](C)C)[CH:14]=3)[N:9]=2)=[CH:4][CH:3]=1.[C:22]([C:25]1[CH:26]=[C:27]([CH:31]=[CH:32][CH:33]=1)[C:28]([OH:30])=O)(=[O:24])[CH3:23].C[CH2:35][N:36]=[C:37]=NCCCN(C)C.C(Cl)[Cl:46].CO. (7) Given the product [CH3:25][CH2:24][CH2:23][CH2:22][CH2:21][C:20]([O:19][C@@H:11]([C@@H:10]([C@@H:16]([CH2:17][OH:18])[OH:15])[OH:9])[CH2:12][CH:13]=[O:14])=[O:26], predict the reactants needed to synthesize it. The reactants are: O.C([O:9][C@@H:10]1[C@@H:16]([CH2:17][OH:18])[O:15][CH:13]([OH:14])[CH2:12][C@H:11]1[O:19][C:20](=[O:26])[CH2:21][CH2:22][CH2:23][CH2:24][CH3:25])C1C=CC=CC=1.[H][H]. (8) Given the product [Br:1][C:2]1[CH:3]=[C:4]([C:8]2([C:18]3[CH:22]=[CH:21][O:20][CH:19]=3)[C:12]3=[N:13][CH2:14][CH2:15][CH2:16][N:11]3[C:10]([NH2:23])=[N:9]2)[CH:5]=[CH:6][CH:7]=1, predict the reactants needed to synthesize it. The reactants are: [Br:1][C:2]1[CH:3]=[C:4]([C:8]2([C:18]3[CH:22]=[CH:21][O:20][CH:19]=3)[C:12]3=[N:13][CH2:14][CH2:15][CH2:16][N:11]3[C:10](=S)[NH:9]2)[CH:5]=[CH:6][CH:7]=1.[NH3:23].C(OO)(C)(C)C.